Dataset: Peptide-MHC class II binding affinity with 134,281 pairs from IEDB. Task: Regression. Given a peptide amino acid sequence and an MHC pseudo amino acid sequence, predict their binding affinity value. This is MHC class II binding data. (1) The peptide sequence is ERVLDCRTAFKPVLV. The MHC is HLA-DQA10501-DQB10302 with pseudo-sequence HLA-DQA10501-DQB10302. The binding affinity (normalized) is 0.470. (2) The peptide sequence is GVLKNEFMSLAFDYW. The MHC is HLA-DQA10301-DQB10302 with pseudo-sequence HLA-DQA10301-DQB10302. The binding affinity (normalized) is 0.416. (3) The peptide sequence is HQAISPRTLNSPAIF. The binding affinity (normalized) is 0. The MHC is DRB1_1501 with pseudo-sequence DRB1_1501. (4) The peptide sequence is DIDLGRNEVVNDVST. The MHC is DRB1_0701 with pseudo-sequence DRB1_0701. The binding affinity (normalized) is 0.245.